Dataset: Experimentally validated miRNA-target interactions with 360,000+ pairs, plus equal number of negative samples. Task: Binary Classification. Given a miRNA mature sequence and a target amino acid sequence, predict their likelihood of interaction. (1) The miRNA is hsa-miR-4453 with sequence GAGCUUGGUCUGUAGCGGUU. The protein sequence of the target gene is MPLLRGRCPARRHYRRLALLGLQPAPRFAHSGPPRQRPLSAAEMAVGLVVFFTTFLTPAAYVLGNLKQFRRN. Result: 0 (no interaction). (2) The miRNA is hsa-miR-548x-3p with sequence UAAAAACUGCAAUUACUUUC. The protein sequence of the target gene is MPQTSVVFSSILGPSCSGQVQPGMGERGGGAGGGSGDLIFQDGHLISGSLEALMEHLVPTVDYYPDRTYIFTFLLSSRVFMPPHDLLARVGQICVEQKQQLEAGPEKAKLKSFSAKIVQLLKEWTEAFPYDFQDEKAMAELKAITHRVTQCDEENGTVKKAIAQMTQSLLLSLAARSQLQELREKLRPPAVDKGPILKTKPPAAQKDILGVCCDPLVLAQQLTHIELDRVSSIYPEDLMQIVSHMDSLDNHRCRGDLTKTYSLEAYDNWFNCLSMLVATEVCRVVKKKHRTRMLEFFIDV.... Result: 1 (interaction).